Dataset: Forward reaction prediction with 1.9M reactions from USPTO patents (1976-2016). Task: Predict the product of the given reaction. (1) Given the reactants Br[CH2:2][C:3]1[N:8]([CH2:9][CH2:10][C:11]2[CH:20]=[CH:19][C:14]([C:15]([O:17][CH3:18])=[O:16])=[CH:13][CH:12]=2)[C:7](=[O:21])[C:6]([Cl:22])=[CH:5][C:4]=1[Cl:23].C(=O)([O-])[O-].[K+].[K+].[CH:30]([C:33]1[CH:34]=[C:35]([NH:39][CH3:40])[CH:36]=[CH:37][CH:38]=1)([CH3:32])[CH3:31].O, predict the reaction product. The product is: [Cl:22][C:6]1[C:7](=[O:21])[N:8]([CH2:9][CH2:10][C:11]2[CH:20]=[CH:19][C:14]([C:15]([O:17][CH3:18])=[O:16])=[CH:13][CH:12]=2)[C:3]([CH2:2][N:39]([C:35]2[CH:36]=[CH:37][CH:38]=[C:33]([CH:30]([CH3:32])[CH3:31])[CH:34]=2)[CH3:40])=[C:4]([Cl:23])[CH:5]=1. (2) Given the reactants [Cl:1][C:2]1[CH:7]=[CH:6][C:5]([N:8]([C@H:12]2[C:21]3[C:16](=[CH:17][CH:18]=[CH:19][CH:20]=3)[N:15]([C:22]([C:24]3[CH:25]=[N:26][C:27]([O:30][CH3:31])=[CH:28][CH:29]=3)=[O:23])[C@@H:14]([CH3:32])[CH2:13]2)[C:9](=[O:11])[CH3:10])=[CH:4][CH:3]=1.[Si](I)(C)(C)C.[Cl:38][C:39]1[CH:44]=[CH:43][C:42]([N:45]([C@H:49]2[C:58]3[C:53](=[CH:54][CH:55]=[CH:56][CH:57]=3)[N:52]([C:59]([C:61]3[CH:62]=[N:63][C:64]([OH:67])=[CH:65][CH:66]=3)=[O:60])[C@@H:51]([CH3:68])[CH2:50]2)[C:46](=[O:48])[CH3:47])=[CH:41][CH:40]=1.Br[CH2:70][CH2:71][C:72]([CH3:78])([CH3:77])[C:73]([O:75][CH3:76])=[O:74].[Al], predict the reaction product. The product is: [CH3:77][C:72]([CH3:78])([CH2:71][CH3:70])[C:73]([O-:75])=[O:74].[C:9]([N:8]([C:5]1[CH:6]=[CH:7][C:2]([Cl:1])=[CH:3][CH:4]=1)[C@H:12]1[C:21]2[C:16](=[CH:17][CH:18]=[CH:19][CH:20]=2)[N:15]([C:22]([C:24]2[CH:29]=[CH:28][C:27]([O:30][CH2:31][CH2:71][C:72]([CH3:78])([CH3:77])[C:73]([O:75][CH3:76])=[O:74])=[N:26][CH:25]=2)=[O:23])[C@@H:14]([CH3:32])[CH2:13]1)(=[O:11])[CH3:10].[C:46]([N:45]([C:42]1[CH:43]=[CH:44][C:39]([Cl:38])=[CH:40][CH:41]=1)[C@H:49]1[C:58]2[C:53](=[CH:54][CH:55]=[CH:56][CH:57]=2)[N:52]([C:59]([C:61]2[CH:66]=[CH:65][C:64](=[O:67])[N:63]([CH2:70][CH2:71][C:72]([CH3:78])([CH3:77])[C:73]([O:75][CH3:76])=[O:74])[CH:62]=2)=[O:60])[C@@H:51]([CH3:68])[CH2:50]1)(=[O:48])[CH3:47]. (3) Given the reactants C([O:9][C@H:10]1[C@@H:15]([O:16]C(=O)C2C=CC=CC=2)[C@H:14]([O:25]C(=O)C2C=CC=CC=2)[C@@H:13]([CH2:34][O:35]C(=O)C2C=CC=CC=2)[O:12][C@@H:11]1[O:44][C@H:45]1[C@H:50]([O:51]C(=O)C2C=CC=CC=2)[C@@H:49]([CH2:60][O:61]C(=O)C2C=CC=CC=2)[O:48][C@H:47]([O:70][C@H:71]2[C@H:114]([O:115]C(=O)C3C=CC=CC=3)[C@@H:113]([CH2:124][O:125]C(=O)C3C=CC=CC=3)[O:112][C@H:73]([O:74][CH2:75][CH2:76][CH2:77][N:78]3[CH:82]=[C:81]([CH2:83][O:84][C@H:85]4[CH2:109][CH2:108][C@@:107]5([CH3:110])[CH:87]([CH2:88][CH2:89][C@@H:90]6[C@@H:106]5[CH2:105][CH2:104][C@@:103]5([CH3:111])[C@H:91]6[CH2:92][CH2:93][C@@H:94]5[C@H:95]([CH3:102])[CH2:96][CH2:97][CH2:98][CH:99]([CH3:101])[CH3:100])[CH2:86]4)[N:80]=[N:79]3)[C@H:72]2[O:134]C(=O)C2C=CC=CC=2)[C@H:46]1[O:143]C(=O)C1C=CC=CC=1)(=O)C1C=CC=CC=1.C[O-].[Na+], predict the reaction product. The product is: [C@H:11]1([O:44][C@H:45]2[C@H:50]([OH:51])[C@@H:49]([CH2:60][OH:61])[O:48][C@H:47]([O:70][C@H:71]3[C@H:114]([OH:115])[C@@H:113]([CH2:124][OH:125])[O:112][C@H:73]([O:74][CH2:75][CH2:76][CH2:77][N:78]4[CH:82]=[C:81]([CH2:83][O:84][C@H:85]5[CH2:109][CH2:108][C@@:107]6([CH3:110])[CH:87]([CH2:88][CH2:89][C@@H:90]7[C@@H:106]6[CH2:105][CH2:104][C@@:103]6([CH3:111])[C@H:91]7[CH2:92][CH2:93][C@@H:94]6[C@H:95]([CH3:102])[CH2:96][CH2:97][CH2:98][CH:99]([CH3:101])[CH3:100])[CH2:86]5)[N:80]=[N:79]4)[C@H:72]3[OH:134])[C@H:46]2[OH:143])[O:12][C@H:13]([CH2:34][OH:35])[C@@H:14]([OH:25])[C@H:15]([OH:16])[C@@H:10]1[OH:9]. (4) Given the reactants [CH2:1](Br)[C:2]1[CH:7]=[CH:6][CH:5]=[CH:4][CH:3]=1.[N+:9]([C:12]1[CH:13]=[C:14]2[C:18](=[CH:19][CH:20]=1)[NH:17][NH:16][C:15]2=[O:21])([O-:11])=[O:10].[OH-].[Na+].Cl, predict the reaction product. The product is: [CH2:1]([N:17]1[C:18]2[C:14](=[CH:13][C:12]([N+:9]([O-:11])=[O:10])=[CH:20][CH:19]=2)[C:15](=[O:21])[NH:16]1)[C:2]1[CH:7]=[CH:6][CH:5]=[CH:4][CH:3]=1.